From a dataset of NCI-60 drug combinations with 297,098 pairs across 59 cell lines. Regression. Given two drug SMILES strings and cell line genomic features, predict the synergy score measuring deviation from expected non-interaction effect. (1) Drug 1: CN1CCC(CC1)COC2=C(C=C3C(=C2)N=CN=C3NC4=C(C=C(C=C4)Br)F)OC. Drug 2: CC1CCC2CC(C(=CC=CC=CC(CC(C(=O)C(C(C(=CC(C(=O)CC(OC(=O)C3CCCCN3C(=O)C(=O)C1(O2)O)C(C)CC4CCC(C(C4)OC)OCCO)C)C)O)OC)C)C)C)OC. Cell line: CCRF-CEM. Synergy scores: CSS=25.9, Synergy_ZIP=3.52, Synergy_Bliss=1.54, Synergy_Loewe=-12.8, Synergy_HSA=1.53. (2) Drug 1: CS(=O)(=O)OCCCCOS(=O)(=O)C. Drug 2: C1CNP(=O)(OC1)N(CCCl)CCCl. Cell line: CAKI-1. Synergy scores: CSS=10.2, Synergy_ZIP=-2.66, Synergy_Bliss=0.374, Synergy_Loewe=0.440, Synergy_HSA=-0.108.